Dataset: Forward reaction prediction with 1.9M reactions from USPTO patents (1976-2016). Task: Predict the product of the given reaction. The product is: [Cl:2][C:3]1[C:4]([CH3:53])=[C:5]([C:19]2[C:27]3[C:26]([O:28][C@H:29]([CH2:35][C:36]4[CH:41]=[CH:40][C:39]([F:42])=[CH:38][C:37]=4[OH:43])[C:30]([O:32][CH2:33][CH3:34])=[O:31])=[N:25][CH:24]=[N:23][C:22]=3[S:21][C:20]=2[C:47]2[O:48][C:49]([F:52])=[CH:50][CH:51]=2)[CH:6]=[CH:7][C:8]=1[O:9][CH2:10][CH2:11][N:12]1[CH2:17][CH2:16][N:15]([CH3:18])[CH2:14][CH2:13]1. Given the reactants Cl.[Cl:2][C:3]1[C:4]([CH3:53])=[C:5]([C:19]2[C:27]3[C:26]([O:28][C@H:29]([CH2:35][C:36]4[CH:41]=[CH:40][C:39]([F:42])=[CH:38][C:37]=4[O:43]COC)[C:30]([O:32][CH2:33][CH3:34])=[O:31])=[N:25][CH:24]=[N:23][C:22]=3[S:21][C:20]=2[C:47]2[O:48][C:49]([F:52])=[CH:50][CH:51]=2)[CH:6]=[CH:7][C:8]=1[O:9][CH2:10][CH2:11][N:12]1[CH2:17][CH2:16][N:15]([CH3:18])[CH2:14][CH2:13]1.C([O-])(O)=O.[Na+], predict the reaction product.